From a dataset of Catalyst prediction with 721,799 reactions and 888 catalyst types from USPTO. Predict which catalyst facilitates the given reaction. (1) Reactant: Cl.Cl.[Cl:3][C:4]1[CH:5]=[C:6](/[CH:16]=[CH:17]/[C:18]([O:20][CH2:21][CH3:22])=[O:19])[CH:7]=[N:8][C:9]=1[NH:10][C@@H:11]1[CH2:15][CH2:14][NH:13][CH2:12]1.Br[CH2:24][CH:25]1[CH2:28][CH2:27][CH2:26]1.C(N(CC)C(C)C)(C)C.CCOC(C)=O. Product: [Cl:3][C:4]1[CH:5]=[C:6](/[CH:16]=[CH:17]/[C:18]([O:20][CH2:21][CH3:22])=[O:19])[CH:7]=[N:8][C:9]=1[NH:10][C@@H:11]1[CH2:15][CH2:14][N:13]([CH2:24][CH:25]2[CH2:28][CH2:27][CH2:26]2)[CH2:12]1. The catalyst class is: 18. (2) Reactant: [C:1]([C:5]1[CH:6]=[CH:7][C:8]([CH3:20])=[C:9]([CH:19]=1)[O:10][C:11]1[O:12][CH:13]=[C:14]([C:16]([OH:18])=O)[N:15]=1)([CH3:4])([CH3:3])[CH3:2].[NH2:21][C:22]1[C:23]([O:42][CH3:43])=[N:24][C:25]([NH:30][CH2:31][CH2:32][N:33]([CH3:41])[C:34](=[O:40])[O:35][C:36]([CH3:39])([CH3:38])[CH3:37])=[N:26][C:27]=1[O:28][CH3:29].C(N(CC)CC)C.CN(C(ON1N=NC2C=CC=NC1=2)=[N+](C)C)C.F[P-](F)(F)(F)(F)F. Product: [C:1]([C:5]1[CH:6]=[CH:7][C:8]([CH3:20])=[C:9]([CH:19]=1)[O:10][C:11]1[O:12][CH:13]=[C:14]([C:16]([NH:21][C:22]2[C:27]([O:28][CH3:29])=[N:26][C:25]([NH:30][CH2:31][CH2:32][N:33]([CH3:41])[C:34](=[O:40])[O:35][C:36]([CH3:37])([CH3:38])[CH3:39])=[N:24][C:23]=2[O:42][CH3:43])=[O:18])[N:15]=1)([CH3:2])([CH3:3])[CH3:4]. The catalyst class is: 4. (3) Reactant: [CH2:1]([S:3]([C:6]1[CH:20]=[CH:19][C:9]([CH2:10][NH:11]C(=O)OC(C)(C)C)=[CH:8][CH:7]=1)(=[O:5])=[O:4])[CH3:2].[C:21]([OH:27])([C:23]([F:26])([F:25])[F:24])=[O:22]. Product: [F:24][C:23]([F:26])([F:25])[C:21]([OH:27])=[O:22].[CH2:1]([S:3]([C:6]1[CH:20]=[CH:19][C:9]([CH2:10][NH2:11])=[CH:8][CH:7]=1)(=[O:5])=[O:4])[CH3:2]. The catalyst class is: 2. (4) Reactant: [Cl:1][C:2]1[CH:10]=[C:9]2[C:5]([C:6]([C:11]([OH:13])=O)=[CH:7][NH:8]2)=[CH:4][CH:3]=1.ClC(N(C)C)=C(C)C.Cl.Cl.[NH:24]1[CH2:29][CH2:28][C:27]2([C:37]3[C:32](=[CH:33][CH:34]=[CH:35][CH:36]=3)[CH2:31][NH:30]2)[CH2:26][CH2:25]1.C(N(CC)CC)C. Product: [Cl:1][C:2]1[CH:10]=[C:9]2[C:5]([C:6]([C:11]([N:24]3[CH2:29][CH2:28][C:27]4([C:37]5[C:32](=[CH:33][CH:34]=[CH:35][CH:36]=5)[CH2:31][NH:30]4)[CH2:26][CH2:25]3)=[O:13])=[CH:7][NH:8]2)=[CH:4][CH:3]=1. The catalyst class is: 120. (5) Reactant: C([O:5][C:6](=[O:39])[C:7]([S:10][C:11]1[S:12][CH:13]=[C:14]([CH2:16][CH2:17][N:18]([C:31]2[N:36]=[CH:35][C:34]([CH2:37][CH3:38])=[CH:33][N:32]=2)[CH2:19][C:20]2[CH:21]=[N:22][N:23]([C:25]3[CH:30]=[CH:29][CH:28]=[CH:27][CH:26]=3)[CH:24]=2)[N:15]=1)([CH3:9])[CH3:8])(C)(C)C.FC(F)(F)C(O)=O. Product: [CH2:37]([C:34]1[CH:33]=[N:32][C:31]([N:18]([CH2:19][C:20]2[CH:21]=[N:22][N:23]([C:25]3[CH:30]=[CH:29][CH:28]=[CH:27][CH:26]=3)[CH:24]=2)[CH2:17][CH2:16][C:14]2[N:15]=[C:11]([S:10][C:7]([CH3:9])([CH3:8])[C:6]([OH:39])=[O:5])[S:12][CH:13]=2)=[N:36][CH:35]=1)[CH3:38]. The catalyst class is: 4.